This data is from Catalyst prediction with 721,799 reactions and 888 catalyst types from USPTO. The task is: Predict which catalyst facilitates the given reaction. Reactant: C([O:3][C:4]([C:6]1[N:7]=[N:8][CH:9]=[C:10]([O:12][CH3:13])[CH:11]=1)=O)C.[BH4-].[Na+].Cl.C(=O)(O)[O-].[Na+]. Product: [CH3:13][O:12][C:10]1[CH:11]=[C:6]([CH2:4][OH:3])[N:7]=[N:8][CH:9]=1. The catalyst class is: 8.